Dataset: Forward reaction prediction with 1.9M reactions from USPTO patents (1976-2016). Task: Predict the product of the given reaction. (1) The product is: [CH2:1]([NH:3][C:4]1[CH:9]=[C:8]([N:10]2[CH2:11][CH2:12][N:13]([C:26]([O:25][C:21]([CH3:24])([CH3:23])[CH3:22])=[O:27])[CH2:14][CH2:15]2)[CH:7]=[CH:6][C:5]=1[N+:16]([O-:18])=[O:17])[CH3:2]. Given the reactants [CH2:1]([NH:3][C:4]1[CH:9]=[C:8]([N:10]2[CH2:15][CH2:14][NH:13][CH2:12][CH2:11]2)[CH:7]=[CH:6][C:5]=1[N+:16]([O-:18])=[O:17])[CH3:2].[OH-].[Na+].[C:21]([O:25][C:26](O[C:26]([O:25][C:21]([CH3:24])([CH3:23])[CH3:22])=[O:27])=[O:27])([CH3:24])([CH3:23])[CH3:22].Cl, predict the reaction product. (2) Given the reactants [O:1]=[C:2]1[CH2:7][CH2:6][CH2:5][N:4]2[N:8]=[C:9]([C:11]([OH:13])=[O:12])[CH:10]=[C:3]12.[Cl:14][C:15]1[CH:23]=[CH:22][C:18]([C:19](Cl)=[O:20])=[CH:17][N:16]=1, predict the reaction product. The product is: [Cl:14][C:15]1[N:16]=[CH:17][C:18]([C:19]([CH:7]2[CH2:6][CH2:5][N:4]3[N:8]=[C:9]([C:11]([OH:13])=[O:12])[CH:10]=[C:3]3[C:2]2=[O:1])=[O:20])=[CH:22][CH:23]=1. (3) Given the reactants [C:1]1([O:7][S:8](=[O:11])(=[O:10])[NH2:9])[CH:6]=CC=[CH:3][CH:2]=1.[CH3:12][O:13]CC1(O)CC1, predict the reaction product. The product is: [CH3:12][O:13][CH2:6][C:1]1([O:7][S:8](=[O:11])(=[O:10])[NH2:9])[CH2:3][CH2:2]1. (4) The product is: [CH2:18]([O:17][C:12]1[CH:13]=[C:14]2[C:15](=[CH:16][C:11]=1[C:7]([CH3:10])([CH3:9])[CH3:8])[C:1](=[O:5])[CH:2]([CH3:4])[CH2:3]2)[CH:19]([CH3:21])[CH3:20]. Given the reactants [C:1](O)(=[O:5])[C:2]([CH3:4])=[CH2:3].[C:7]([C:11]1[CH:16]=[CH:15][CH:14]=[CH:13][C:12]=1[O:17][CH2:18][CH:19]([CH3:21])[CH3:20])([CH3:10])([CH3:9])[CH3:8].CS(O)(=O)=O.O=P12OP3(OP(OP(O3)(O1)=O)(=O)O2)=O, predict the reaction product. (5) Given the reactants [Cl:1][C:2]1[C:10]2[S:9][C:8]([C:11]([OH:13])=O)=[CH:7][C:6]=2[CH:5]=[CH:4][CH:3]=1.CN(C(ON1N=[N:29][C:24]2[CH:25]=[CH:26][CH:27]=[N:28][C:23]1=2)=[N+](C)C)C.F[P-](F)(F)(F)(F)F.[CH:38](N(CC)C(C)C)(C)[CH3:39], predict the reaction product. The product is: [ClH:1].[N:28]12[CH2:27][CH2:26][CH:25]([CH2:38][CH2:39]1)[C@@H:24]([NH:29][C:11]([C:8]1[S:9][C:10]3[C:2]([Cl:1])=[CH:3][CH:4]=[CH:5][C:6]=3[CH:7]=1)=[O:13])[CH2:23]2. (6) Given the reactants [F:1][C:2]1[CH:3]=[C:4]([C@@H:9]2[CH2:14][CH2:13][NH:12][CH2:11][C@H:10]2[C:15]2[CH:20]=[CH:19][C:18]([C:21]3[CH:26]=[CH:25][CH:24]=[CH:23][C:22]=3[CH2:27][CH2:28][CH2:29][OH:30])=[CH:17][C:16]=2[CH3:31])[CH:5]=[C:6]([F:8])[CH:7]=1.CCN(C(C)C)C(C)C.[C:41](O[C:41]([O:43][C:44]([CH3:47])([CH3:46])[CH3:45])=[O:42])([O:43][C:44]([CH3:47])([CH3:46])[CH3:45])=[O:42], predict the reaction product. The product is: [F:8][C:6]1[CH:5]=[C:4]([C@@H:9]2[CH2:14][CH2:13][N:12]([C:41]([O:43][C:44]([CH3:47])([CH3:46])[CH3:45])=[O:42])[CH2:11][C@H:10]2[C:15]2[CH:20]=[CH:19][C:18]([C:21]3[CH:26]=[CH:25][CH:24]=[CH:23][C:22]=3[CH2:27][CH2:28][CH2:29][OH:30])=[CH:17][C:16]=2[CH3:31])[CH:3]=[C:2]([F:1])[CH:7]=1.